Dataset: Forward reaction prediction with 1.9M reactions from USPTO patents (1976-2016). Task: Predict the product of the given reaction. (1) Given the reactants [NH2:1][CH:2]1[CH2:7][CH2:6][O:5][CH2:4][CH2:3]1.C(N(CC)CC)C.[Cl:15][C:16]1[CH:21]=[CH:20][C:19]([S:22](Cl)(=[O:24])=[O:23])=[CH:18][CH:17]=1.Cl, predict the reaction product. The product is: [Cl:15][C:16]1[CH:21]=[CH:20][C:19]([S:22]([NH:1][CH:2]2[CH2:7][CH2:6][O:5][CH2:4][CH2:3]2)(=[O:24])=[O:23])=[CH:18][CH:17]=1. (2) Given the reactants [F:1][C:2]([F:22])([F:21])[O:3][C:4]1[CH:5]=[CH:6][C:7]2[N:13]3[N:14]=[N:15][C:16]([C:17](O)=[O:18])=[C:12]3[CH2:11][CH2:10][CH2:9][C:8]=2[CH:20]=1.C(Cl)(=O)C(Cl)=O.CN(C=O)C.[NH2:34][C:35]1[C:36](=[O:48])[N:37]([CH:42]2[CH2:47][CH2:46][CH2:45][CH2:44][CH2:43]2)[N:38]([CH3:41])[C:39]=1[CH3:40].C(N(CC)CC)C, predict the reaction product. The product is: [CH:42]1([N:37]2[C:36](=[O:48])[C:35]([NH:34][C:17]([C:16]3[N:15]=[N:14][N:13]4[C:7]5[CH:6]=[CH:5][C:4]([O:3][C:2]([F:21])([F:22])[F:1])=[CH:20][C:8]=5[CH2:9][CH2:10][CH2:11][C:12]=34)=[O:18])=[C:39]([CH3:40])[N:38]2[CH3:41])[CH2:43][CH2:44][CH2:45][CH2:46][CH2:47]1. (3) Given the reactants [CH2:1]([NH:8][C:9]1[CH:14]=[C:13]([N:15]2[CH:19]=[CH:18][N:17]=[CH:16]2)[C:12]([NH2:20])=[CH:11][C:10]=1[C:21]([F:24])([F:23])[F:22])[C:2]1[CH:7]=[CH:6][CH:5]=[CH:4][CH:3]=1.[C:25](C1NC=CN=1)(C1NC=CN=1)=[O:26], predict the reaction product. The product is: [CH2:1]([NH:8][C:9]1[CH:14]=[C:13]2[C:12]([NH:20][C:25](=[O:26])[C:16]3[N:15]2[CH:19]=[CH:18][N:17]=3)=[CH:11][C:10]=1[C:21]([F:24])([F:22])[F:23])[C:2]1[CH:3]=[CH:4][CH:5]=[CH:6][CH:7]=1. (4) Given the reactants C(OC([N:8]1[CH2:13][CH2:12][CH:11]([NH:14][C:15](=[O:46])[C:16]2[CH:21]=[C:20]([O:22][CH3:23])[C:19]([NH:24][C:25]3[N:26]=[CH:27][C:28]4[N:34]([CH3:35])[C:33](=[O:36])[C:32]([F:38])([F:37])[CH2:31][N:30]([CH:39]5[CH2:43][CH2:42][CH2:41][CH2:40]5)[C:29]=4[N:44]=3)=[CH:18][C:17]=2[F:45])[CH2:10][CH2:9]1)=O)(C)(C)C.FC(F)(F)C(O)=O.ClCCl, predict the reaction product. The product is: [CH:39]1([N:30]2[CH2:31][C:32]([F:38])([F:37])[C:33](=[O:36])[N:34]([CH3:35])[C:28]3[CH:27]=[N:26][C:25]([NH:24][C:19]4[C:20]([O:22][CH3:23])=[CH:21][C:16]([C:15]([NH:14][CH:11]5[CH2:12][CH2:13][NH:8][CH2:9][CH2:10]5)=[O:46])=[C:17]([F:45])[CH:18]=4)=[N:44][C:29]2=3)[CH2:40][CH2:41][CH2:42][CH2:43]1. (5) Given the reactants [Br:1][C:2]1[CH:9]=[C:8]([F:10])[CH:7]=[CH:6][C:3]=1[CH:4]=[O:5].[CH3:11][C@@H:12]([NH:21][CH3:22])[C@H:13](O)[C:14]1[CH:19]=[CH:18][CH:17]=[CH:16][CH:15]=1, predict the reaction product. The product is: [Br:1][C:2]1[CH:9]=[C:8]([F:10])[CH:7]=[CH:6][C:3]=1[CH:4]1[N:21]([CH3:22])[C@H:12]([CH3:11])[C@@H:13]([C:14]2[CH:19]=[CH:18][CH:17]=[CH:16][CH:15]=2)[O:5]1. (6) Given the reactants Cl.Cl[CH2:3][C:4]1[S:21][C:7]2[N:8]=[C:9]([NH2:20])[N:10]=[C:11]([C:12]3[CH:17]=[CH:16][C:15]([Cl:18])=[CH:14][C:13]=3[Cl:19])[C:6]=2[CH:5]=1.[NH3:22], predict the reaction product. The product is: [NH2:22][CH2:3][C:4]1[S:21][C:7]2[N:8]=[C:9]([NH2:20])[N:10]=[C:11]([C:12]3[CH:17]=[CH:16][C:15]([Cl:18])=[CH:14][C:13]=3[Cl:19])[C:6]=2[CH:5]=1. (7) Given the reactants [NH2:1][NH2:2].[CH2:3]1[CH:10]2[C:6]3([C:12]4[O:13][C:14](=O)[C:15]5[CH:21]=[CH:20][CH:19]=[CH:18][C:16]=5[N:17]=4)[CH2:7][CH:8]([CH2:11][CH:4]1[CH2:5]3)[CH2:9]2, predict the reaction product. The product is: [NH2:1][N:2]1[C:14](=[O:13])[C:15]2[C:16](=[CH:18][CH:19]=[CH:20][CH:21]=2)[N:17]=[C:12]1[C:6]12[CH2:7][CH:8]3[CH2:11][CH:4]([CH2:3][CH:10]1[CH2:9]3)[CH2:5]2.